From a dataset of Peptide-MHC class I binding affinity with 185,985 pairs from IEDB/IMGT. Regression. Given a peptide amino acid sequence and an MHC pseudo amino acid sequence, predict their binding affinity value. This is MHC class I binding data. (1) The peptide sequence is KSISNDLNSI. The MHC is H-2-Db with pseudo-sequence H-2-Db. The binding affinity (normalized) is 0.660. (2) The binding affinity (normalized) is 0.959. The MHC is HLA-B15:01 with pseudo-sequence HLA-B15:01. The peptide sequence is LIIKSDHEF. (3) The peptide sequence is KVLAARLKR. The MHC is HLA-A11:01 with pseudo-sequence HLA-A11:01. The binding affinity (normalized) is 0.532. (4) The peptide sequence is CINGVCRTV. The MHC is HLA-A02:01 with pseudo-sequence HLA-A02:01. The binding affinity (normalized) is 0. (5) The peptide sequence is LRYGNVLDV. The MHC is HLA-B57:01 with pseudo-sequence HLA-B57:01. The binding affinity (normalized) is 0.0847.